Predict the product of the given reaction. From a dataset of Forward reaction prediction with 1.9M reactions from USPTO patents (1976-2016). Given the reactants [F:1][CH:2]([F:24])[C:3]1[N:8]2[N:9]=[CH:10][C:11]([C:12]#[CH:13])=[C:7]2[N:6]=[C:5]([C:14]2[CH:19]=[CH:18][C:17]([C:20]([F:23])([F:22])[F:21])=[CH:16][CH:15]=2)[CH:4]=1.Br[C:26]1[CH:27]=[C:28]([S:32]([N:35]2[CH2:40][CH2:39][O:38][CH2:37][CH2:36]2)(=[O:34])=[O:33])[CH:29]=[CH:30][CH:31]=1, predict the reaction product. The product is: [F:24][CH:2]([F:1])[C:3]1[N:8]2[N:9]=[CH:10][C:11]([C:12]#[C:13][C:30]3[CH:31]=[CH:26][CH:27]=[C:28]([S:32]([N:35]4[CH2:40][CH2:39][O:38][CH2:37][CH2:36]4)(=[O:34])=[O:33])[CH:29]=3)=[C:7]2[N:6]=[C:5]([C:14]2[CH:19]=[CH:18][C:17]([C:20]([F:23])([F:22])[F:21])=[CH:16][CH:15]=2)[CH:4]=1.